From a dataset of Retrosynthesis with 50K atom-mapped reactions and 10 reaction types from USPTO. Predict the reactants needed to synthesize the given product. (1) Given the product Oc1ccc2c(c1)O[C@@H](c1ccccc1)CC2, predict the reactants needed to synthesize it. The reactants are: CC(C)[Si](Oc1ccc2c(c1)O[C@@H](c1ccccc1)CC2)(C(C)C)C(C)C. (2) Given the product CCn1cc(-c2cnc(N)c(-c3ccc(C(=O)O)c(F)c3)n2)cn1, predict the reactants needed to synthesize it. The reactants are: CCn1cc(-c2cnc(N)c(-c3ccc(C(=O)OC)c(F)c3)n2)cn1. (3) Given the product Nc1ccc(CN2CCOCC2)cc1, predict the reactants needed to synthesize it. The reactants are: O=[N+]([O-])c1ccc(CN2CCOCC2)cc1. (4) Given the product CCOc1cc2ccsc2cn1, predict the reactants needed to synthesize it. The reactants are: CC[O-].Clc1cc2ccsc2cn1. (5) Given the product N#Cc1c(Oc2ccc(F)c(NC(=O)c3cccc(C4(C#N)CC4)c3)c2)ccc2nc(NC(=O)C3CC3)sc12, predict the reactants needed to synthesize it. The reactants are: N#CC1(c2cccc(C(=O)O)c2)CC1.N#Cc1c(Oc2ccc(F)c(N)c2)ccc2nc(NC(=O)C3CC3)sc12.